Dataset: TCR-epitope binding with 47,182 pairs between 192 epitopes and 23,139 TCRs. Task: Binary Classification. Given a T-cell receptor sequence (or CDR3 region) and an epitope sequence, predict whether binding occurs between them. (1) The epitope is QECVRGTTVL. The TCR CDR3 sequence is CASSAGTAYEQYF. Result: 1 (the TCR binds to the epitope). (2) The epitope is GILGFVFTL. The TCR CDR3 sequence is CASSHPGHIGQPQHF. Result: 1 (the TCR binds to the epitope). (3) The epitope is GILGFVFTL. The TCR CDR3 sequence is CASSIMGASPQHF. Result: 1 (the TCR binds to the epitope). (4) The epitope is SLVKPSFYV. The TCR CDR3 sequence is CASSFNNEQFF. Result: 0 (the TCR does not bind to the epitope). (5) The epitope is FIAGLIAIV. The TCR CDR3 sequence is CASQEAHEQFF. Result: 1 (the TCR binds to the epitope). (6) The epitope is IVDTVSALV. The TCR CDR3 sequence is CATSDLFTTNTGELFF. Result: 0 (the TCR does not bind to the epitope). (7) The epitope is VLWAHGFEL. The TCR CDR3 sequence is CASSFGYEQYF. Result: 0 (the TCR does not bind to the epitope).